Dataset: Forward reaction prediction with 1.9M reactions from USPTO patents (1976-2016). Task: Predict the product of the given reaction. (1) Given the reactants [N:1]1[CH:6]=[CH:5][CH:4]=[CH:3][C:2]=1[N:7]1[C:11]2=[N:12][CH:13]=[N:14][C:15](O)=[C:10]2[CH:9]=[N:8]1.P(Cl)(Cl)([Cl:19])=O, predict the reaction product. The product is: [Cl:19][C:15]1[N:14]=[CH:13][N:12]=[C:11]2[N:7]([C:2]3[CH:3]=[CH:4][CH:5]=[CH:6][N:1]=3)[N:8]=[CH:9][C:10]=12. (2) Given the reactants FC(F)(F)C1C=C(NC(=O)NC2C=CC(C3SC(CCC(OC)=O)=NC=3)=CC=2)C=CC=1.[NH2:32][C:33]1[CH:38]=[CH:37][C:36]([C:39]2[S:43][C:42]([CH2:44][CH2:45][C:46]([CH3:58])([CH3:57])[C:47]([NH:49][S:50]([C:53]([F:56])([F:55])[F:54])(=[O:52])=[O:51])=[O:48])=[N:41][CH:40]=2)=[CH:35][CH:34]=1.[F:59][C:60]1[CH:61]=[C:62]([N:67]=[C:68]=[O:69])[CH:63]=[C:64]([F:66])[CH:65]=1, predict the reaction product. The product is: [F:59][C:60]1[CH:61]=[C:62]([NH:67][C:68](=[O:69])[NH:32][C:33]2[CH:34]=[CH:35][C:36]([C:39]3[S:43][C:42]([CH2:44][CH2:45][C:46]([CH3:58])([CH3:57])[C:47]([NH:49][S:50]([C:53]([F:54])([F:55])[F:56])(=[O:52])=[O:51])=[O:48])=[N:41][CH:40]=3)=[CH:37][CH:38]=2)[CH:63]=[C:64]([F:66])[CH:65]=1. (3) The product is: [O:25]=[C:3]1[C:2]([NH:26][C:27]2[CH:32]=[CH:31][CH:30]=[CH:29][N:28]=2)=[CH:11][C:10]2[C:5](=[CH:6][C:7]([N:12]3[CH2:17][CH2:16][N:15]([C:18]([O:20][C:21]([CH3:24])([CH3:23])[CH3:22])=[O:19])[CH2:14][CH2:13]3)=[CH:8][CH:9]=2)[O:4]1. Given the reactants Br[C:2]1[C:3](=[O:25])[O:4][C:5]2[C:10]([CH:11]=1)=[CH:9][CH:8]=[C:7]([N:12]1[CH2:17][CH2:16][N:15]([C:18]([O:20][C:21]([CH3:24])([CH3:23])[CH3:22])=[O:19])[CH2:14][CH2:13]1)[CH:6]=2.[NH2:26][C:27]1[CH:32]=[CH:31][CH:30]=[CH:29][N:28]=1.C([O-])([O-])=O.[Cs+].[Cs+], predict the reaction product. (4) The product is: [F:1][C:2]1[CH:3]=[CH:4][C:5]([CH2:8][CH2:9][CH2:10][CH2:11][C:12](=[O:17])[C:13]([CH3:15])([CH3:14])[CH3:16])=[CH:6][CH:7]=1. Given the reactants [F:1][C:2]1[CH:7]=[CH:6][C:5]([CH2:8][CH2:9][CH2:10][CH2:11][CH:12]([OH:17])[C:13]([CH3:16])([CH3:15])[CH3:14])=[CH:4][CH:3]=1.C1C=CC(N=NC2C=CC(N)=NC=2N)=CC=1.Cl.[Cr](Cl)([O-])(=O)=O, predict the reaction product. (5) The product is: [CH2:1]([O:5][C:6]1[CH:7]=[CH:8][C:9]([C:12]2[S:16][C:15]([C@@:17]3([CH2:25][C:26]([OH:28])=[O:27])[CH2:22][CH2:21][CH2:20][CH2:19][S:18]3(=[O:24])=[O:23])=[CH:14][CH:13]=2)=[CH:10][CH:11]=1)[CH2:2][CH2:3][CH3:4]. Given the reactants [CH2:1]([O:5][C:6]1[CH:11]=[CH:10][C:9]([C:12]2[S:16][C:15]([C@@:17]3([CH2:25][C:26]([O:28]CC4C=CC(OC)=CC=4)=[O:27])[CH2:22][CH2:21][CH2:20][CH2:19][S:18]3(=[O:24])=[O:23])=[CH:14][CH:13]=2)=[CH:8][CH:7]=1)[CH2:2][CH2:3][CH3:4].Cl, predict the reaction product. (6) Given the reactants [CH2:1]([O:3][C:4]([C:6]1[C:7]2[S:14][CH:13]=[C:12]([CH2:15][O:16][C:17]3[CH:22]=[CH:21][CH:20]=[C:19]([NH2:23])[CH:18]=3)[C:8]=2[CH:9]=[N:10][CH:11]=1)=[O:5])[CH3:2].C(N(C(C)C)CC)(C)C.[Cl:33][C:34]1[CH:42]=[CH:41][C:37]([C:38](Cl)=[O:39])=[CH:36][CH:35]=1, predict the reaction product. The product is: [CH2:1]([O:3][C:4]([C:6]1[C:7]2[S:14][CH:13]=[C:12]([CH2:15][O:16][C:17]3[CH:22]=[CH:21][CH:20]=[C:19]([NH:23][C:38](=[O:39])[C:37]4[CH:41]=[CH:42][C:34]([Cl:33])=[CH:35][CH:36]=4)[CH:18]=3)[C:8]=2[CH:9]=[N:10][CH:11]=1)=[O:5])[CH3:2].